From a dataset of Retrosynthesis with 50K atom-mapped reactions and 10 reaction types from USPTO. Predict the reactants needed to synthesize the given product. Given the product O=C(Cc1ccc2c(n1)NCCC2)Nc1ccc(C[C@H](NC(=O)c2c(Cl)cccc2Cl)C(=O)O)cc1, predict the reactants needed to synthesize it. The reactants are: COC(=O)[C@H](Cc1ccc(NC(=O)Cc2ccc3c(n2)NCCC3)cc1)NC(=O)c1c(Cl)cccc1Cl.